From a dataset of Full USPTO retrosynthesis dataset with 1.9M reactions from patents (1976-2016). Predict the reactants needed to synthesize the given product. The reactants are: [OH:1][C:2]1[CH:7]=[CH:6][C:5]([CH2:8][C:9]([N:11]2[CH2:16][CH2:15][N:14]([C:17]3[N:24]=[CH:23][CH:22]=[CH:21][C:18]=3[C:19]#[N:20])[CH2:13][CH2:12]2)=[O:10])=[CH:4][CH:3]=1.[H-].[Na+].Br[CH2:28][C:29]1[CH:34]=[CH:33][CH:32]=[CH:31][N:30]=1. Given the product [N:30]1[CH:31]=[CH:32][CH:33]=[CH:34][C:29]=1[CH2:28][O:1][C:2]1[CH:7]=[CH:6][C:5]([CH2:8][C:9]([N:11]2[CH2:12][CH2:13][N:14]([C:17]3[N:24]=[CH:23][CH:22]=[CH:21][C:18]=3[C:19]#[N:20])[CH2:15][CH2:16]2)=[O:10])=[CH:4][CH:3]=1, predict the reactants needed to synthesize it.